This data is from Full USPTO retrosynthesis dataset with 1.9M reactions from patents (1976-2016). The task is: Predict the reactants needed to synthesize the given product. (1) The reactants are: [CH3:1][C:2]1[C:7]([CH:8]([C:13]2[C:21]3[C:16](=[CH:17][C:18]([N:22]4[CH2:27][CH2:26][O:25][CH2:24][CH2:23]4)=[CH:19][CH:20]=3)[NH:15][CH:14]=2)[CH2:9][N+:10]([O-])=O)=[CH:6][CH:5]=[CH:4][C:3]=1[NH:28][C:29](=[O:38])[O:30][CH2:31][C:32]1[CH:37]=[CH:36][CH:35]=[CH:34][CH:33]=1.[Cl-].[NH4+].CCOC(C)=O. Given the product [NH2:10][CH2:9][CH:8]([C:7]1[C:2]([CH3:1])=[C:3]([NH:28][C:29](=[O:38])[O:30][CH2:31][C:32]2[CH:33]=[CH:34][CH:35]=[CH:36][CH:37]=2)[CH:4]=[CH:5][CH:6]=1)[C:13]1[C:21]2[C:16](=[CH:17][C:18]([N:22]3[CH2:23][CH2:24][O:25][CH2:26][CH2:27]3)=[CH:19][CH:20]=2)[NH:15][CH:14]=1, predict the reactants needed to synthesize it. (2) The reactants are: C(O)(C(F)(F)F)=O.[NH2:8][CH2:9][CH2:10][NH:11][C:12](=[O:32])[C:13]([O:16][C:17]1[CH:22]=[CH:21][C:20]([C:23](=[O:31])[C:24]2[CH:29]=[CH:28][C:27]([Cl:30])=[CH:26][CH:25]=2)=[CH:19][CH:18]=1)([CH3:15])[CH3:14].[C:33](O)(=[O:53])[CH2:34][CH2:35][CH2:36]/[CH:37]=[CH:38]\[CH2:39]/[CH:40]=[CH:41]\[CH2:42]/[CH:43]=[CH:44]\[CH2:45]/[CH:46]=[CH:47]\[CH2:48]/[CH:49]=[CH:50]\[CH2:51][CH3:52].CN(C(ON1N=NC2C=CC=NC1=2)=[N+](C)C)C.F[P-](F)(F)(F)(F)F.CCN(C(C)C)C(C)C. Given the product [Cl:30][C:27]1[CH:28]=[CH:29][C:24]([C:23]([C:20]2[CH:21]=[CH:22][C:17]([O:16][C:13]([CH3:15])([CH3:14])[C:12]([NH:11][CH2:10][CH2:9][NH:8][C:33](=[O:53])[CH2:34][CH2:35][CH2:36]/[CH:37]=[CH:38]\[CH2:39]/[CH:40]=[CH:41]\[CH2:42]/[CH:43]=[CH:44]\[CH2:45]/[CH:46]=[CH:47]\[CH2:48]/[CH:49]=[CH:50]\[CH2:51][CH3:52])=[O:32])=[CH:18][CH:19]=2)=[O:31])=[CH:25][CH:26]=1, predict the reactants needed to synthesize it. (3) Given the product [Cl:12][C:13]1[CH:28]=[CH:27][CH:26]=[CH:25][C:14]=1[CH2:15][O:16][C:17]1[CH:24]=[CH:23][CH:22]=[CH:21][C:18]=1[CH:19]=[C:8]1[C:9](=[O:10])[N:2]([CH3:1])[C:3](=[O:4])[N:5]([CH3:11])[C:6]1=[O:7], predict the reactants needed to synthesize it. The reactants are: [CH3:1][N:2]1[C:9](=[O:10])[CH2:8][C:6](=[O:7])[N:5]([CH3:11])[C:3]1=[O:4].[Cl:12][C:13]1[CH:28]=[CH:27][CH:26]=[CH:25][C:14]=1[CH2:15][O:16][C:17]1[CH:24]=[CH:23][CH:22]=[CH:21][C:18]=1[CH:19]=O. (4) Given the product [CH3:1][O:2][C:3]1[CH:10]=[C:9]2[C:6](=[CH:5][C:4]=1[CH3:11])[CH:7]=[N:16][CH:15]=[CH:14]2, predict the reactants needed to synthesize it. The reactants are: [CH3:1][O:2][C:3]1[CH:10]=[CH:9][C:6]([CH:7]=O)=[CH:5][C:4]=1[CH3:11].CO[CH:14](OC)[CH2:15][NH2:16]. (5) Given the product [ClH:1].[CH3:11][C:12]1[CH:18]=[CH:17][CH:16]=[C:15]([CH3:19])[C:13]=1[NH:14][C:2]1[NH:3][C:4]2[CH:10]=[CH:9][CH:8]=[CH:7][C:5]=2[N:6]=1, predict the reactants needed to synthesize it. The reactants are: [Cl:1][C:2]1[NH:3][C:4]2[CH:10]=[CH:9][CH:8]=[CH:7][C:5]=2[N:6]=1.[CH3:11][C:12]1[CH:18]=[CH:17][CH:16]=[C:15]([CH3:19])[C:13]=1[NH2:14]. (6) Given the product [CH3:34][O:28][C:27]([CH:19]1[CH:20]([C:21]2[CH:26]=[CH:25][CH:24]=[CH:23][CH:22]=2)[CH:18]1[C:16](=[O:17])[NH:15][C:3]1[CH:4]=[CH:5][C:6]([N:8]2[CH:13]=[CH:12][CH:11]=[CH:10][C:9]2=[O:14])=[CH:7][C:2]=1[F:1])=[O:29], predict the reactants needed to synthesize it. The reactants are: [F:1][C:2]1[CH:7]=[C:6]([N:8]2[CH:13]=[CH:12][CH:11]=[CH:10][C:9]2=[O:14])[CH:5]=[CH:4][C:3]=1[NH:15][C:16]([CH:18]1[CH:20]([C:21]2[CH:26]=[CH:25][CH:24]=[CH:23][CH:22]=2)[CH:19]1[C:27]([OH:29])=[O:28])=[O:17].S(Cl)(Cl)=O.[CH3:34]O.